Dataset: Forward reaction prediction with 1.9M reactions from USPTO patents (1976-2016). Task: Predict the product of the given reaction. The product is: [OH:14][CH:7]1[C:6]2[C:11](=[CH:2][CH:3]=[C:4]([C:16]([OH:18])=[O:17])[C:5]=2[CH3:15])[S:10](=[O:13])(=[O:12])[CH2:9][CH2:8]1. Given the reactants Cl[C:2]1[CH:3]=[C:4]([C:16]([O:18]CC)=[O:17])[C:5]([CH3:15])=[C:6]2[C:11]=1[S:10](=[O:13])(=[O:12])[CH2:9][CH2:8][CH:7]2[OH:14].[OH-].[K+], predict the reaction product.